From a dataset of Full USPTO retrosynthesis dataset with 1.9M reactions from patents (1976-2016). Predict the reactants needed to synthesize the given product. The reactants are: [C:1]1([CH3:7])[CH:6]=[CH:5][CH:4]=[CH:3][CH:2]=1.CO[CH2:10][CH2:11]OC.[CH2:14]([Li])[CH2:15][CH2:16][CH3:17].[CH3:19][Si:20]([CH3:23])(Cl)[Cl:21].[CH2:24]1[CH2:28]OC[CH2:25]1. Given the product [CH:1]1([C:7]2[CH:11]=[CH:10][CH:25]=[C:24]3[C:14]=2[CH:15]=[C:16]([CH3:17])[CH:28]3[Si:20]([CH3:23])([CH3:19])[Cl:21])[CH2:6][CH2:5][CH2:4][CH2:3][CH2:2]1, predict the reactants needed to synthesize it.